Dataset: Forward reaction prediction with 1.9M reactions from USPTO patents (1976-2016). Task: Predict the product of the given reaction. (1) Given the reactants [C:1]([C:3](=[C:9](OCC)[CH2:10][CH3:11])[C:4]([O:6][CH2:7][CH3:8])=[O:5])#[N:2].Cl.[CH:16]1([NH:21][NH2:22])[CH2:20][CH2:19][CH2:18][CH2:17]1.C(N(CC)CC)C, predict the reaction product. The product is: [NH2:2][C:1]1[N:21]([CH:16]2[CH2:20][CH2:19][CH2:18][CH2:17]2)[N:22]=[C:9]([CH2:10][CH3:11])[C:3]=1[C:4]([O:6][CH2:7][CH3:8])=[O:5]. (2) Given the reactants [C:1]([O:5][C:6]([C:8]1([CH2:11][CH:12]=C)[CH2:10][CH2:9]1)=[O:7])([CH3:4])([CH3:3])[CH3:2].CSC.C(N(CC)CC)C.[Cl-].[NH4+].C[OH:27], predict the reaction product. The product is: [C:1]([O:5][C:6]([C:8]1([CH2:11][CH:12]=[O:27])[CH2:10][CH2:9]1)=[O:7])([CH3:4])([CH3:3])[CH3:2]. (3) Given the reactants [CH3:1][C:2]([CH3:6])=[CH:3][Mg]Br.[F:7][C:8]([F:18])([F:17])[C:9](N1CCOCC1)=[O:10].Cl, predict the reaction product. The product is: [F:7][C:8]([F:18])([F:17])[C:9](=[O:10])[CH:3]=[C:2]([CH3:6])[CH3:1].